Dataset: Peptide-MHC class I binding affinity with 185,985 pairs from IEDB/IMGT. Task: Regression. Given a peptide amino acid sequence and an MHC pseudo amino acid sequence, predict their binding affinity value. This is MHC class I binding data. (1) The peptide sequence is SHAKVLVTF. The MHC is HLA-B39:01 with pseudo-sequence HLA-B39:01. The binding affinity (normalized) is 0.468. (2) The peptide sequence is MEFNSLLAI. The MHC is HLA-B57:01 with pseudo-sequence HLA-B57:01. The binding affinity (normalized) is 0.0847. (3) The peptide sequence is TQIGCTLNF. The MHC is HLA-B40:02 with pseudo-sequence HLA-B40:02. The binding affinity (normalized) is 0. (4) The peptide sequence is LATLKDMWK. The MHC is HLA-A02:06 with pseudo-sequence HLA-A02:06. The binding affinity (normalized) is 0.0847. (5) The peptide sequence is YTIERIFNAK. The MHC is HLA-A11:01 with pseudo-sequence HLA-A11:01. The binding affinity (normalized) is 0.668.